From a dataset of NCI-60 drug combinations with 297,098 pairs across 59 cell lines. Regression. Given two drug SMILES strings and cell line genomic features, predict the synergy score measuring deviation from expected non-interaction effect. (1) Drug 1: CN(C)C1=NC(=NC(=N1)N(C)C)N(C)C. Drug 2: CC1=C2C(C(=O)C3(C(CC4C(C3C(C(C2(C)C)(CC1OC(=O)C(C(C5=CC=CC=C5)NC(=O)C6=CC=CC=C6)O)O)OC(=O)C7=CC=CC=C7)(CO4)OC(=O)C)O)C)OC(=O)C. Cell line: U251. Synergy scores: CSS=19.4, Synergy_ZIP=0.306, Synergy_Bliss=-2.55, Synergy_Loewe=-47.7, Synergy_HSA=-4.46. (2) Drug 1: CS(=O)(=O)OCCCCOS(=O)(=O)C. Drug 2: CC1C(C(CC(O1)OC2CC(CC3=C2C(=C4C(=C3O)C(=O)C5=C(C4=O)C(=CC=C5)OC)O)(C(=O)CO)O)N)O.Cl. Cell line: A549. Synergy scores: CSS=35.8, Synergy_ZIP=-0.739, Synergy_Bliss=-3.81, Synergy_Loewe=-26.2, Synergy_HSA=-2.34. (3) Drug 1: CN(C)C1=NC(=NC(=N1)N(C)C)N(C)C. Drug 2: C1=CN(C(=O)N=C1N)C2C(C(C(O2)CO)O)O.Cl. Cell line: UACC-257. Synergy scores: CSS=-8.45, Synergy_ZIP=0.868, Synergy_Bliss=-3.78, Synergy_Loewe=-14.9, Synergy_HSA=-9.06.